This data is from Reaction yield outcomes from USPTO patents with 853,638 reactions. The task is: Predict the reaction yield, written as a fraction of the theoretical maximum amount of product (1.0 means a 100% yield; for example, 0.34 means a 34% yield). (1) The reactants are [NH2:1][CH2:2][CH2:3][CH2:4][CH2:5][C@H:6]([NH:14][C:15](=[O:34])[NH:16][C@@H:17]([CH2:25][CH2:26][C:27]([O:29][C:30]([CH3:33])([CH3:32])[CH3:31])=[O:28])[C:18]([O:20][C:21]([CH3:24])([CH3:23])[CH3:22])=[O:19])[C:7]([O:9][C:10]([CH3:13])([CH3:12])[CH3:11])=[O:8].[C:35]([O:39][C:40](=[O:100])[CH2:41][N:42]([CH2:92][C:93](=[O:99])[O:94][C:95]([CH3:98])([CH3:97])[CH3:96])[C:43](=[O:91])[CH2:44][N:45]1[CH:49]=[CH:48][N:47]=[C:46]1[CH2:50][N:51]([CH2:65][C:66]1[N:67]([CH2:71][C:72](=[O:90])[N:73]([CH2:82][C:83](=[O:89])[O:84][C:85]([CH3:88])([CH3:87])[CH3:86])[CH2:74][C:75](=[O:81])[O:76][C:77]([CH3:80])([CH3:79])[CH3:78])[CH:68]=[CH:69][N:70]=1)[CH2:52][CH2:53][CH2:54][CH2:55][CH2:56][CH2:57][CH2:58][CH2:59][CH2:60][CH2:61][C:62](O)=[O:63])([CH3:38])([CH3:37])[CH3:36].CCN=C=NCCCN(C)C.C1C=CC2N(O)N=NC=2C=1.CCN(C(C)C)C(C)C. The catalyst is C(Cl)Cl. The product is [C:85]([O:84][C:83](=[O:89])[CH2:82][N:73]([CH2:74][C:75](=[O:81])[O:76][C:77]([CH3:80])([CH3:79])[CH3:78])[C:72](=[O:90])[CH2:71][N:67]1[CH:68]=[CH:69][N:70]=[C:66]1[CH2:65][N:51]([CH2:50][C:46]1[N:45]([CH2:44][C:43]([N:42]([CH2:92][C:93]([O:94][C:95]([CH3:97])([CH3:96])[CH3:98])=[O:99])[CH2:41][C:40](=[O:100])[O:39][C:35]([CH3:38])([CH3:36])[CH3:37])=[O:91])[CH:49]=[CH:48][N:47]=1)[CH2:52][CH2:53][CH2:54][CH2:55][CH2:56][CH2:57][CH2:58][CH2:59][CH2:60][CH2:61][C:62](=[O:63])[NH:1][CH2:2][CH2:3][CH2:4][CH2:5][C@@H:6]([C:7]([O:9][C:10]([CH3:13])([CH3:12])[CH3:11])=[O:8])[NH:14][C:15](=[O:34])[NH:16][C@H:17]([C:18]([O:20][C:21]([CH3:22])([CH3:23])[CH3:24])=[O:19])[CH2:25][CH2:26][C:27]([O:29][C:30]([CH3:33])([CH3:32])[CH3:31])=[O:28])([CH3:86])([CH3:87])[CH3:88]. The yield is 0.210. (2) The reactants are [NH2:1][C:2]1[C:3]2[N:4]([C:8]([C@@H:29]3[CH2:33][CH2:32][CH2:31][NH:30]3)=[N:9][C:10]=2[C:11]2[CH:28]=[CH:27][C:14]([C:15]([NH:17][C:18]3[S:19][C:20]4[CH2:26][CH2:25][CH2:24][CH2:23][C:21]=4[N:22]=3)=[O:16])=[CH:13][CH:12]=2)[CH:5]=[CH:6][N:7]=1.[C:34](O)(=[O:38])[C:35]#[C:36][CH3:37]. No catalyst specified. The product is [NH2:1][C:2]1[C:3]2[N:4]([C:8]([C@@H:29]3[CH2:33][CH2:32][CH2:31][N:30]3[C:34](=[O:38])[C:35]#[C:36][CH3:37])=[N:9][C:10]=2[C:11]2[CH:28]=[CH:27][C:14]([C:15]([NH:17][C:18]3[S:19][C:20]4[CH2:26][CH2:25][CH2:24][CH2:23][C:21]=4[N:22]=3)=[O:16])=[CH:13][CH:12]=2)[CH:5]=[CH:6][N:7]=1. The yield is 0.192. (3) The catalyst is CN(C=O)C.Cl[Pd](Cl)([P](C1C=CC=CC=1)(C1C=CC=CC=1)C1C=CC=CC=1)[P](C1C=CC=CC=1)(C1C=CC=CC=1)C1C=CC=CC=1.[Cu]I. The yield is 0.980. The product is [C:30]([C:5]1[CH:4]=[C:3]([O:2][CH3:1])[CH:12]=[CH:11][C:6]=1[C:7]([O:9][CH3:10])=[O:8])#[C:31][CH2:32][CH2:33][CH2:34][CH3:35]. The reactants are [CH3:1][O:2][C:3]1[CH:12]=[CH:11][C:6]([C:7]([O:9][CH3:10])=[O:8])=[C:5](OS(C(F)(F)F)(=O)=O)[CH:4]=1.C(N(C(C)C)CC)(C)C.[CH:30]#[C:31][CH2:32][CH2:33][CH2:34][CH3:35].[NH4+].[Cl-].